From a dataset of Catalyst prediction with 721,799 reactions and 888 catalyst types from USPTO. Predict which catalyst facilitates the given reaction. (1) Reactant: [Br:1][C:2]1[S:6][C:5]([CH:7]2[S:13][CH2:12][CH2:11][NH:10][CH2:9][CH2:8]2)=[CH:4][CH:3]=1.[C:14](O[C:14]([O:16][C:17]([CH3:20])([CH3:19])[CH3:18])=[O:15])([O:16][C:17]([CH3:20])([CH3:19])[CH3:18])=[O:15]. Product: [Br:1][C:2]1[S:6][C:5]([CH:7]2[S:13][CH2:12][CH2:11][N:10]([C:14]([O:16][C:17]([CH3:20])([CH3:19])[CH3:18])=[O:15])[CH2:9][CH2:8]2)=[CH:4][CH:3]=1. The catalyst class is: 22. (2) Reactant: [CH2:1]([C:3]1[CH:8]=[C:7]([CH3:9])[CH:6]=[C:5]([CH2:10][CH3:11])[C:4]=1[C:12](=[O:18])[C:13]([N:15]([CH3:17])[NH2:16])=[O:14])[CH3:2].[CH3:19][S:20][CH2:21][C:22](=O)[CH3:23]. Product: [CH2:1]([C:3]1[CH:8]=[C:7]([CH3:9])[CH:6]=[C:5]([CH2:10][CH3:11])[C:4]=1[C:12](=[O:18])[C:13]([N:15]([CH3:17])[N:16]=[C:22]([CH3:23])[CH2:21][S:20][CH3:19])=[O:14])[CH3:2]. The catalyst class is: 7. (3) Reactant: [CH3:1][C:2]12[CH2:14][C:13]3[C:8](=[CH:9][CH:10]=[CH:11][CH:12]=3)[CH:3]1[NH:4][CH2:5][CH2:6][CH2:7]2.[CH3:15][C:16]([CH3:18])=O.C(O[BH-](OC(=O)C)OC(=O)C)(=O)C.[Na+].[OH-].[Na+]. Product: [CH:16]([N:4]1[CH2:5][CH2:6][CH2:7][C:2]2([CH3:1])[CH2:14][C:13]3[C:8]([CH:3]12)=[CH:9][CH:10]=[CH:11][CH:12]=3)([CH3:18])[CH3:15]. The catalyst class is: 26.